The task is: Predict the reactants needed to synthesize the given product.. This data is from Full USPTO retrosynthesis dataset with 1.9M reactions from patents (1976-2016). (1) Given the product [Cl:1][C:2]1[N:3]=[C:4]([C:30]2[CH:35]=[CH:34][C:33]([C:36]([F:37])([F:38])[F:39])=[CH:32][C:31]=2[O:40][CH3:41])[C:5]2[C:10]([CH:11]=1)=[CH:9][C:8]([S:12]([NH:15][C:16]1[S:17][CH:18]=[CH:19][N:20]=1)(=[O:14])=[O:13])=[CH:7][CH:6]=2, predict the reactants needed to synthesize it. The reactants are: [Cl:1][C:2]1[N:3]=[C:4]([C:30]2[CH:35]=[CH:34][C:33]([C:36]([F:39])([F:38])[F:37])=[CH:32][C:31]=2[O:40][CH3:41])[C:5]2[C:10]([CH:11]=1)=[CH:9][C:8]([S:12]([N:15](CC1C=CC(OC)=CC=1)[C:16]1[S:17][CH:18]=[CH:19][N:20]=1)(=[O:14])=[O:13])=[CH:7][CH:6]=2.C(Cl)Cl.C(O)(C(F)(F)F)=O. (2) Given the product [F:17][C:18]1[CH:19]=[C:20]([C:2]2[N:7]=[C:6]([S:8][CH3:9])[N:5]=[C:4]([N:10]3[CH2:15][CH2:14][O:13][CH2:12][C@@H:11]3[CH3:16])[CH:3]=2)[CH:21]=[N:22][CH:23]=1, predict the reactants needed to synthesize it. The reactants are: Cl[C:2]1[N:7]=[C:6]([S:8][CH3:9])[N:5]=[C:4]([N:10]2[CH2:15][CH2:14][O:13][CH2:12][C@@H:11]2[CH3:16])[CH:3]=1.[F:17][C:18]1[CH:19]=[C:20](B2OC(C)(C)C(C)(C)O2)[CH:21]=[N:22][CH:23]=1.C(=O)([O-])[O-].[Na+].[Na+]. (3) Given the product [CH3:1][O:2][C:3]1[CH:8]=[CH:7][C:6]([O:9][CH3:10])=[CH:5][C:4]=1[S:11]([N:14]([CH2:30][CH:31]1[CH2:36][CH2:35][CH2:34][CH2:33][CH2:32]1)[C@@H:15]1[CH2:19][CH2:18][N:17]([C:20]([O:22][C:23]([CH3:26])([CH3:25])[CH3:24])=[O:21])[CH2:16]1)(=[O:12])=[O:13], predict the reactants needed to synthesize it. The reactants are: [CH3:1][O:2][C:3]1[CH:8]=[CH:7][C:6]([O:9][CH3:10])=[CH:5][C:4]=1[S:11]([NH:14][C@@H:15]1[CH2:19][CH2:18][N:17]([C:20]([O:22][C:23]([CH3:26])([CH3:25])[CH3:24])=[O:21])[CH2:16]1)(=[O:13])=[O:12].[H-].[Na+].Br[CH2:30][CH:31]1[CH2:36][CH2:35][CH2:34][CH2:33][CH2:32]1.